Task: Regression. Given a peptide amino acid sequence and an MHC pseudo amino acid sequence, predict their binding affinity value. This is MHC class I binding data.. Dataset: Peptide-MHC class I binding affinity with 185,985 pairs from IEDB/IMGT (1) The peptide sequence is KMGKAGYVT. The MHC is HLA-A02:11 with pseudo-sequence HLA-A02:11. The binding affinity (normalized) is 0.703. (2) The peptide sequence is HTCMSECVR. The MHC is HLA-A31:01 with pseudo-sequence HLA-A31:01. The binding affinity (normalized) is 0.701.